Dataset: Full USPTO retrosynthesis dataset with 1.9M reactions from patents (1976-2016). Task: Predict the reactants needed to synthesize the given product. (1) Given the product [CH3:1][O:2][C:3](=[O:20])[CH:4]([CH2:9][C:10]1[CH:11]=[C:12]2[C:16](=[C:17]([CH3:19])[CH:18]=1)[NH:15][N:14]=[CH:13]2)[CH2:5][C:6]([OH:8])=[O:7], predict the reactants needed to synthesize it. The reactants are: [CH3:1][O:2][C:3](=[O:20])[C:4](=[CH:9][C:10]1[CH:11]=[C:12]2[C:16](=[C:17]([CH3:19])[CH:18]=1)[NH:15][N:14]=[CH:13]2)[CH2:5][C:6]([OH:8])=[O:7].C. (2) Given the product [CH2:1]([N:3]([CH2:27][C:28]1[CH:33]=[CH:32][CH:31]=[CH:30][C:29]=1[F:34])[C:4](=[O:26])[CH2:5][O:6][C:7]1[CH:8]=[CH:9][C:10]([CH2:13][CH2:14][O:15][C:16]2[CH:25]=[CH:24][CH:23]=[CH:22][C:17]=2[C:18]([OH:20])=[O:19])=[CH:11][CH:12]=1)[CH3:2], predict the reactants needed to synthesize it. The reactants are: [CH2:1]([N:3]([CH2:27][C:28]1[CH:33]=[CH:32][CH:31]=[CH:30][C:29]=1[F:34])[C:4](=[O:26])[CH2:5][O:6][C:7]1[CH:12]=[CH:11][C:10]([CH2:13][CH2:14][O:15][C:16]2[CH:25]=[CH:24][CH:23]=[CH:22][C:17]=2[C:18]([O:20]C)=[O:19])=[CH:9][CH:8]=1)[CH3:2].O.[OH-].[Li+].